This data is from Buchwald-Hartwig C-N cross coupling reaction yields with 55,370 reactions. The task is: Predict the reaction yield, written as a fraction of the theoretical maximum amount of product (1.0 means a 100% yield; for example, 0.34 means a 34% yield). (1) No catalyst specified. The yield is 0.236. The reactants are Brc1cccnc1.Cc1ccc(N)cc1.O=S(=O)(O[Pd]1c2ccccc2-c2ccccc2N~1)C(F)(F)F.CC(C)c1cc(C(C)C)c(-c2ccccc2P(C2CCCCC2)C2CCCCC2)c(C(C)C)c1.CCN=P(N=P(N(C)C)(N(C)C)N(C)C)(N(C)C)N(C)C.Cc1cc(-c2ccccc2)on1. The product is Cc1ccc(Nc2cccnc2)cc1. (2) The reactants are CCc1ccc(Cl)cc1.Cc1ccc(N)cc1.O=S(=O)(O[Pd]1c2ccccc2-c2ccccc2N~1)C(F)(F)F.COc1ccc(OC)c(P(C(C)(C)C)C(C)(C)C)c1-c1c(C(C)C)cc(C(C)C)cc1C(C)C.CCN=P(N=P(N(C)C)(N(C)C)N(C)C)(N(C)C)N(C)C.CCOC(=O)c1cnoc1. No catalyst specified. The product is CCc1ccc(Nc2ccc(C)cc2)cc1. The yield is 0.0961. (3) The reactants are COc1ccc(Br)cc1.Cc1ccc(N)cc1.O=S(=O)(O[Pd]1c2ccccc2-c2ccccc2N~1)C(F)(F)F.COc1ccc(OC)c(P(C(C)(C)C)C(C)(C)C)c1-c1c(C(C)C)cc(C(C)C)cc1C(C)C.CN1CCCN2CCCN=C12.COC(=O)c1cc(-c2cccs2)on1. No catalyst specified. The product is COc1ccc(Nc2ccc(C)cc2)cc1. The yield is 0.370.